This data is from Reaction yield outcomes from USPTO patents with 853,638 reactions. The task is: Predict the reaction yield, written as a fraction of the theoretical maximum amount of product (1.0 means a 100% yield; for example, 0.34 means a 34% yield). (1) The reactants are C(OC([NH:8][CH2:9][CH:10]1[CH2:15][CH2:14][N:13]([CH2:16][C:17]2([C:21]([OH:23])=[O:22])[CH2:20][CH2:19][CH2:18]2)[CH2:12][CH2:11]1)=O)(C)(C)C.[CH3:24][C:25]1[CH:26]=[CH:27][C:28]([S:31]([OH:34])(=[O:33])=[O:32])=[CH:29][CH:30]=1.O.CCN(CC)CC. The catalyst is C1COCC1. The product is [CH3:24][C:25]1[CH:26]=[CH:27][C:28]([S:31]([OH:34])(=[O:33])=[O:32])=[CH:29][CH:30]=1.[NH2:8][CH2:9][CH:10]1[CH2:15][CH2:14][N:13]([CH2:16][C:17]2([C:21]([OH:23])=[O:22])[CH2:20][CH2:19][CH2:18]2)[CH2:12][CH2:11]1. The yield is 0.960. (2) The reactants are [CH3:1][C:2]1[CH:3]=[C:4]([C:24]2[CH:25]=[C:26]([CH2:30]OS(C)(=O)=O)[CH:27]=[N:28][CH:29]=2)[CH:5]=[C:6]2[C:10]=1[C:9](=[O:11])[N:8]([CH2:12][C:13]1[CH:18]=[CH:17][C:16]([O:19][C:20]([F:23])([F:22])[F:21])=[CH:15][CH:14]=1)[CH2:7]2.[CH3:36][N:37]1[CH2:42][CH2:41][NH:40][CH2:39][CH2:38]1. The catalyst is C1COCC1.O. The product is [NH3:8].[CH3:1][C:2]1[CH:3]=[C:4]([C:24]2[CH:29]=[N:28][CH:27]=[C:26]([CH2:30][N:40]3[CH2:41][CH2:42][N:37]([CH3:36])[CH2:38][CH2:39]3)[CH:25]=2)[CH:5]=[C:6]2[C:10]=1[C:9](=[O:11])[N:8]([CH2:12][C:13]1[CH:14]=[CH:15][C:16]([O:19][C:20]([F:23])([F:22])[F:21])=[CH:17][CH:18]=1)[CH2:7]2. The yield is 0.0500. (3) The reactants are [OH-].[Li+].C([O:5][C:6](=[O:38])[C:7]1[CH:12]=[CH:11][C:10]([N:13]2[CH2:19][CH2:18][CH2:17][CH:16]([O:20][CH2:21][C:22]3[C:23]([C:30]4[C:35]([Cl:36])=[CH:34][CH:33]=[CH:32][C:31]=4[Cl:37])=[N:24][O:25][C:26]=3[CH:27]3[CH2:29][CH2:28]3)[CH2:15][CH2:14]2)=[CH:9][CH:8]=1)C. The catalyst is O1CCOCC1. The product is [CH:27]1([C:26]2[O:25][N:24]=[C:23]([C:30]3[C:31]([Cl:37])=[CH:32][CH:33]=[CH:34][C:35]=3[Cl:36])[C:22]=2[CH2:21][O:20][CH:16]2[CH2:17][CH2:18][CH2:19][N:13]([C:10]3[CH:9]=[CH:8][C:7]([C:6]([OH:38])=[O:5])=[CH:12][CH:11]=3)[CH2:14][CH2:15]2)[CH2:29][CH2:28]1. The yield is 0.880. (4) The reactants are C[O:2][C:3]([C:5]1[CH:6]=[C:7]2[C:12](=[CH:13][CH:14]=1)[NH:11][CH:10]([C:15]1[CH:20]=[C:19]([N:21]3[CH2:26][CH2:25][O:24][CH2:23][CH2:22]3)[CH:18]=[C:17]([F:27])[CH:16]=1)[CH2:9][C:8]2([CH3:29])[CH3:28])=[O:4].[OH-].[Na+].Cl. The catalyst is CO.O1CCCC1.O. The product is [F:27][C:17]1[CH:16]=[C:15]([CH:10]2[CH2:9][C:8]([CH3:28])([CH3:29])[C:7]3[C:12](=[CH:13][CH:14]=[C:5]([C:3]([OH:4])=[O:2])[CH:6]=3)[NH:11]2)[CH:20]=[C:19]([N:21]2[CH2:26][CH2:25][O:24][CH2:23][CH2:22]2)[CH:18]=1. The yield is 0.900.